The task is: Predict the reactants needed to synthesize the given product.. This data is from Full USPTO retrosynthesis dataset with 1.9M reactions from patents (1976-2016). (1) Given the product [Br:17][C:10]1[CH:9]=[C:8]([C:5]2[N:4]=[N:3][C:2]([Cl:1])=[CH:7][CH:6]=2)[CH:13]=[C:12]([Br:14])[C:11]=1[OH:15], predict the reactants needed to synthesize it. The reactants are: [Cl:1][C:2]1[N:3]=[N:4][C:5]([C:8]2[CH:13]=[C:12]([Br:14])[C:11]([O:15]C)=[C:10]([Br:17])[CH:9]=2)=[CH:6][CH:7]=1.B(Br)(Br)Br. (2) Given the product [CH:2]1([CH:3]([NH:7][C:8]([O:10][CH:11]2[CH2:15][CH2:14][O:13][CH2:12]2)=[O:9])[C:4]([OH:6])=[O:5])[CH2:16][CH2:17]1, predict the reactants needed to synthesize it. The reactants are: C[C:2]([CH3:17])([CH3:16])[CH:3]([NH:7][C:8]([O:10][CH:11]1[CH2:15][CH2:14][O:13][CH2:12]1)=[O:9])[C:4]([OH:6])=[O:5].NC(C1CC1)C(O)=O.O1CCC(OC(=O)OC2C=CC([N+]([O-])=O)=CC=2)C1. (3) Given the product [F:1][C:2]1[CH:3]=[C:4]([C:8]#[C:9][C:10]2[CH:18]=[CH:17][C:13]([C:14]([Cl:21])=[O:15])=[CH:12][CH:11]=2)[CH:5]=[CH:6][CH:7]=1, predict the reactants needed to synthesize it. The reactants are: [F:1][C:2]1[CH:3]=[C:4]([C:8]#[C:9][C:10]2[CH:18]=[CH:17][C:13]([C:14](O)=[O:15])=[CH:12][CH:11]=2)[CH:5]=[CH:6][CH:7]=1.O=S(Cl)[Cl:21]. (4) Given the product [Si:1]([O:8][CH2:9][CH2:10][NH:11][C:12]1[C:13]([NH2:20])=[CH:14][C:15]([F:19])=[C:16]([F:18])[CH:17]=1)([C:4]([CH3:7])([CH3:6])[CH3:5])([CH3:3])[CH3:2], predict the reactants needed to synthesize it. The reactants are: [Si:1]([O:8][CH2:9][CH2:10][NH:11][C:12]1[CH:17]=[C:16]([F:18])[C:15]([F:19])=[CH:14][C:13]=1[N+:20]([O-])=O)([C:4]([CH3:7])([CH3:6])[CH3:5])([CH3:3])[CH3:2].[H][H]. (5) Given the product [CH3:1][C:2]1[CH:3]=[C:4]([N:9]([CH2:24][CH2:25][C:26]2[CH:31]=[CH:30][C:29]([CH3:32])=[CH:28][CH:27]=2)[C:10](=[O:11])[CH:12]([C:13]2[CH:18]=[CH:17][CH:16]=[CH:15][CH:14]=2)[NH:38][CH2:37][CH2:36][O:35][CH:33]=[CH2:34])[CH:5]=[CH:6][C:7]=1[CH3:8], predict the reactants needed to synthesize it. The reactants are: [CH3:1][C:2]1[CH:3]=[C:4]([N:9]([CH2:24][CH2:25][C:26]2[CH:31]=[CH:30][C:29]([CH3:32])=[CH:28][CH:27]=2)[C:10]([CH:12](OS(C)(=O)=O)[C:13]2[CH:18]=[CH:17][CH:16]=[CH:15][CH:14]=2)=[O:11])[CH:5]=[CH:6][C:7]=1[CH3:8].[CH:33]([O:35][CH2:36][CH2:37][NH2:38])=[CH2:34]. (6) Given the product [Cl:23][C:21]1[CH:20]=[CH:19][C:18]([OH:24])=[C:17]([C:14]2[S:13][C:12]([CH2:11][CH2:10][CH2:9][CH2:8][CH2:7][CH2:6][C:5]([OH:25])=[O:4])=[N:16][CH:15]=2)[CH:22]=1, predict the reactants needed to synthesize it. The reactants are: [OH-].[Na+].C[O:4][C:5](=[O:25])[CH2:6][CH2:7][CH2:8][CH2:9][CH2:10][CH2:11][C:12]1[S:13][C:14]([C:17]2[CH:22]=[C:21]([Cl:23])[CH:20]=[CH:19][C:18]=2[OH:24])=[CH:15][N:16]=1. (7) Given the product [F:66][CH:65]([F:67])[CH2:31][N:13]1[C:14]2[C:19](=[CH:18][CH:17]=[C:16]([C:20]([N:22]3[CH2:27][CH2:26][N:25]([CH:28]([CH3:30])[CH3:29])[CH2:24][CH2:23]3)=[O:21])[CH:15]=2)[C:11]([CH:8]2[CH2:7][CH2:6][N:5]([CH2:1][CH:2]([CH3:4])[CH3:3])[CH2:10][CH2:9]2)=[CH:12]1, predict the reactants needed to synthesize it. The reactants are: [CH2:1]([N:5]1[CH2:10][CH:9]=[C:8]([C:11]2[C:19]3[C:14](=[CH:15][C:16]([C:20]([N:22]4[CH2:27][CH2:26][N:25]([CH:28]([CH3:30])[CH3:29])[CH2:24][CH2:23]4)=[O:21])=[CH:17][CH:18]=3)[N:13]([CH3:31])[CH:12]=2)[CH2:7][CH2:6]1)[CH:2]([CH3:4])[CH3:3].Cl.C(N1CCC(C2C3C(=CC(C(N4CCN(C(C)C)CC4)=O)=CC=3)NC=2)CC1)C(C)C.BrC[CH:65]([F:67])[F:66].